This data is from NCI-60 drug combinations with 297,098 pairs across 59 cell lines. The task is: Regression. Given two drug SMILES strings and cell line genomic features, predict the synergy score measuring deviation from expected non-interaction effect. (1) Drug 1: CC1=C(C(CCC1)(C)C)C=CC(=CC=CC(=CC(=O)O)C)C. Drug 2: CC1CCCC2(C(O2)CC(NC(=O)CC(C(C(=O)C(C1O)C)(C)C)O)C(=CC3=CSC(=N3)C)C)C. Cell line: NCI-H460. Synergy scores: CSS=71.0, Synergy_ZIP=6.06, Synergy_Bliss=4.75, Synergy_Loewe=-19.3, Synergy_HSA=4.40. (2) Drug 1: CC1C(C(CC(O1)OC2CC(CC3=C2C(=C4C(=C3O)C(=O)C5=C(C4=O)C(=CC=C5)OC)O)(C(=O)CO)O)N)O.Cl. Drug 2: C(CCl)NC(=O)N(CCCl)N=O. Cell line: COLO 205. Synergy scores: CSS=48.5, Synergy_ZIP=-5.07, Synergy_Bliss=-5.65, Synergy_Loewe=-9.06, Synergy_HSA=-0.606. (3) Drug 1: COC1=NC(=NC2=C1N=CN2C3C(C(C(O3)CO)O)O)N. Drug 2: CC1C(C(CC(O1)OC2CC(CC3=C2C(=C4C(=C3O)C(=O)C5=CC=CC=C5C4=O)O)(C(=O)C)O)N)O. Cell line: T-47D. Synergy scores: CSS=33.7, Synergy_ZIP=0.820, Synergy_Bliss=0.0561, Synergy_Loewe=-46.1, Synergy_HSA=0.689. (4) Drug 1: CCC1(CC2CC(C3=C(CCN(C2)C1)C4=CC=CC=C4N3)(C5=C(C=C6C(=C5)C78CCN9C7C(C=CC9)(C(C(C8N6C)(C(=O)OC)O)OC(=O)C)CC)OC)C(=O)OC)O.OS(=O)(=O)O. Drug 2: CC(C)CN1C=NC2=C1C3=CC=CC=C3N=C2N. Cell line: NCIH23. Synergy scores: CSS=-2.94, Synergy_ZIP=1.93, Synergy_Bliss=-0.369, Synergy_Loewe=0.891, Synergy_HSA=-2.93. (5) Drug 1: C1CCC(CC1)NC(=O)N(CCCl)N=O. Drug 2: CN1C2=C(C=C(C=C2)N(CCCl)CCCl)N=C1CCCC(=O)O.Cl. Cell line: SN12C. Synergy scores: CSS=9.78, Synergy_ZIP=-4.33, Synergy_Bliss=-2.05, Synergy_Loewe=-9.32, Synergy_HSA=-3.13. (6) Synergy scores: CSS=-14.3, Synergy_ZIP=7.57, Synergy_Bliss=-0.786, Synergy_Loewe=-13.0, Synergy_HSA=-13.6. Drug 1: C1CCN(CC1)CCOC2=CC=C(C=C2)C(=O)C3=C(SC4=C3C=CC(=C4)O)C5=CC=C(C=C5)O. Cell line: MDA-MB-231. Drug 2: CC1=CC2C(CCC3(C2CCC3(C(=O)C)OC(=O)C)C)C4(C1=CC(=O)CC4)C. (7) Drug 1: CC1CCCC2(C(O2)CC(NC(=O)CC(C(C(=O)C(C1O)C)(C)C)O)C(=CC3=CSC(=N3)C)C)C. Drug 2: N.N.Cl[Pt+2]Cl. Cell line: UACC62. Synergy scores: CSS=65.4, Synergy_ZIP=-7.25, Synergy_Bliss=-8.54, Synergy_Loewe=-1.39, Synergy_HSA=0.246. (8) Drug 1: CC(CN1CC(=O)NC(=O)C1)N2CC(=O)NC(=O)C2. Drug 2: C1=CC(=CC=C1CCCC(=O)O)N(CCCl)CCCl. Cell line: MOLT-4. Synergy scores: CSS=78.7, Synergy_ZIP=0.0984, Synergy_Bliss=-0.460, Synergy_Loewe=-0.0722, Synergy_HSA=3.45.